This data is from Forward reaction prediction with 1.9M reactions from USPTO patents (1976-2016). The task is: Predict the product of the given reaction. The product is: [C:1]([C:3]1[CH:4]=[C:5]([C:13]2[S:17][C:16]([C:18]3[CH:27]=[CH:26][CH:25]=[C:24]4[C:19]=3[CH2:20][CH2:21][CH2:22][C@@H:23]4[NH:28][S:29]([CH2:32][CH2:33][C:34]([NH:40][CH3:39])=[O:36])(=[O:30])=[O:31])=[N:15][N:14]=2)[CH:6]=[CH:7][C:8]=1[O:9][CH:10]([CH3:12])[CH3:11])#[N:2]. Given the reactants [C:1]([C:3]1[CH:4]=[C:5]([C:13]2[S:17][C:16]([C:18]3[CH:27]=[CH:26][CH:25]=[C:24]4[C:19]=3[CH2:20][CH2:21][CH2:22][C@@H:23]4[NH:28][S:29]([CH2:32][CH2:33][C:34]([O:36]CC)=O)(=[O:31])=[O:30])=[N:15][N:14]=2)[CH:6]=[CH:7][C:8]=1[O:9][CH:10]([CH3:12])[CH3:11])#[N:2].[CH3:39][NH2:40], predict the reaction product.